This data is from Full USPTO retrosynthesis dataset with 1.9M reactions from patents (1976-2016). The task is: Predict the reactants needed to synthesize the given product. Given the product [CH2:1]([NH:3][C:4]1[C:9]2[C:10]([C:29]([NH2:33])=[O:31])=[N:11][N:12]([C:13]3[CH:18]=[CH:17][CH:16]=[C:15]([C:19]#[C:20][C@:21]4([OH:28])[CH2:25][CH2:24][N:23]([CH3:26])[C:22]4=[O:27])[CH:14]=3)[C:8]=2[CH:7]=[CH:6][N:5]=1)[CH3:2], predict the reactants needed to synthesize it. The reactants are: [CH2:1]([NH:3][C:4]1[C:9]2[C:10]([C:29]([O:31]C)=O)=[N:11][N:12]([C:13]3[CH:18]=[CH:17][CH:16]=[C:15]([C:19]#[C:20][C@:21]4([OH:28])[CH2:25][CH2:24][N:23]([CH3:26])[C:22]4=[O:27])[CH:14]=3)[C:8]=2[CH:7]=[CH:6][N:5]=1)[CH3:2].[NH3:33].